Dataset: Forward reaction prediction with 1.9M reactions from USPTO patents (1976-2016). Task: Predict the product of the given reaction. Given the reactants [C:1]([C:5]1[CH:10]=[CH:9][C:8]([C:11]2[N:15]([CH3:16])[N:14]=[C:13]([C:17](=O)[CH3:18])[C:12]=2[OH:20])=[CH:7][CH:6]=1)([CH3:4])([CH3:3])[CH3:2].[NH:21]([C:23]([C:25]1[CH:30]=[CH:29][C:28]([S:31]([NH:34][CH3:35])(=[O:33])=[O:32])=[CH:27][CH:26]=1)=[O:24])[NH2:22], predict the reaction product. The product is: [C:1]([C:5]1[CH:10]=[CH:9][C:8]([C:11]2[N:15]([CH3:16])[N:14]=[C:13]([C:17](=[N:22][NH:21][C:23]([C:25]3[CH:26]=[CH:27][C:28]([S:31]([NH:34][CH3:35])(=[O:32])=[O:33])=[CH:29][CH:30]=3)=[O:24])[CH3:18])[C:12]=2[OH:20])=[CH:7][CH:6]=1)([CH3:4])([CH3:3])[CH3:2].